Predict which catalyst facilitates the given reaction. From a dataset of Catalyst prediction with 721,799 reactions and 888 catalyst types from USPTO. (1) The catalyst class is: 22. Product: [CH2:1]([N:8]1[CH2:17][CH2:16][C:15]2[C:14]([NH:18][C:38]([C:28]34[CH2:37][CH:32]5[CH2:31][CH:30]([CH2:36][CH:34]([CH2:33]5)[CH2:35]3)[CH2:29]4)=[O:39])=[N:13][CH:12]=[N:11][C:10]=2[CH2:9]1)[C:2]1[CH:3]=[CH:4][CH:5]=[CH:6][CH:7]=1. Reactant: [CH2:1]([N:8]1[CH2:17][CH2:16][C:15]2[C:14]([NH2:18])=[N:13][CH:12]=[N:11][C:10]=2[CH2:9]1)[C:2]1[CH:7]=[CH:6][CH:5]=[CH:4][CH:3]=1.C(N(C(C)C)CC)(C)C.[C:28]12([C:38](Cl)=[O:39])[CH2:37][CH:32]3[CH2:33][CH:34]([CH2:36][CH:30]([CH2:31]3)[CH2:29]1)[CH2:35]2. (2) The catalyst class is: 1. Product: [N+:1]([C:4]1[C:13]2[C:8](=[CH:9][CH:10]=[CH:11][CH:12]=2)[C:7]([O:14][C:15]2[N:20]=[CH:19][N:18]=[C:17]([NH:21][C:29](=[O:34])[O:30][C:31]([CH3:33])=[CH2:32])[CH:16]=2)=[CH:6][CH:5]=1)([O-:3])=[O:2]. Reactant: [N+:1]([C:4]1[C:13]2[C:8](=[CH:9][CH:10]=[CH:11][CH:12]=2)[C:7]([O:14][C:15]2[N:20]=[CH:19][N:18]=[C:17]([NH2:21])[CH:16]=2)=[CH:6][CH:5]=1)([O-:3])=[O:2].CN1CCOCC1.[C:29](Cl)(=[O:34])[O:30][C:31]([CH3:33])=[CH2:32].